Dataset: Full USPTO retrosynthesis dataset with 1.9M reactions from patents (1976-2016). Task: Predict the reactants needed to synthesize the given product. (1) Given the product [NH2:11][C:7]1[CH:8]=[C:9]([CH3:10])[C:2]([F:1])=[C:3]([CH:6]=1)[C:4]#[N:5], predict the reactants needed to synthesize it. The reactants are: [F:1][C:2]1[C:9]([CH3:10])=[CH:8][C:7]([N+:11]([O-])=O)=[CH:6][C:3]=1[C:4]#[N:5].Cl. (2) Given the product [OH:4][CH2:3][C@@H:2]([NH:1][C:34]([C:32]1[S:31][C:26]2=[N:27][C:28]3[CH2:29][CH2:30][CH:21]([C:17]([CH3:19])([CH3:18])[CH3:20])[CH2:22][C:23]=3[CH:24]=[C:25]2[CH:33]=1)=[O:35])[CH:5]([CH3:7])[CH3:6], predict the reactants needed to synthesize it. The reactants are: [NH2:1][C@@H:2]([CH:5]([CH3:7])[CH3:6])[CH2:3][OH:4].C(N(C(C)C)CC)(C)C.[C:17]([CH:21]1[CH2:30][CH2:29][C:28]2[N:27]=[C:26]3[S:31][C:32]([C:34](Cl)=[O:35])=[CH:33][C:25]3=[CH:24][C:23]=2[CH2:22]1)([CH3:20])([CH3:19])[CH3:18]. (3) Given the product [CH3:18][O:5][C:4](=[O:6])[CH2:3][CH:2]([NH2:1])[C:7]1[CH:12]=[CH:11][CH:10]=[C:9]([I:13])[CH:8]=1, predict the reactants needed to synthesize it. The reactants are: [NH2:1][CH:2]([C:7]1[CH:12]=[CH:11][CH:10]=[C:9]([I:13])[CH:8]=1)[CH2:3][C:4]([OH:6])=[O:5].S(Cl)(Cl)=O.[CH3:18]O.